This data is from Forward reaction prediction with 1.9M reactions from USPTO patents (1976-2016). The task is: Predict the product of the given reaction. (1) The product is: [CH3:1][O:2][C:3]1[CH:4]=[C:5]([CH2:11][CH2:12][NH:13][C:14](=[S:40])[C:15]([C:20]2[CH:29]=[CH:28][C:27]3[CH2:26][CH2:25][CH2:24][CH2:23][C:22]=3[CH:21]=2)=[CH:16][O:17][CH2:18][F:19])[CH:6]=[CH:7][C:8]=1[O:9][CH3:10]. Given the reactants [CH3:1][O:2][C:3]1[CH:4]=[C:5]([CH2:11][CH2:12][NH:13][C:14](=O)[C:15]([C:20]2[CH:29]=[CH:28][C:27]3[CH2:26][CH2:25][CH2:24][CH2:23][C:22]=3[CH:21]=2)=[CH:16][O:17][CH2:18][F:19])[CH:6]=[CH:7][C:8]=1[O:9][CH3:10].COC1C=CC(P2(SP(C3C=CC(OC)=CC=3)(=S)S2)=[S:40])=CC=1.O1CCCC1.O, predict the reaction product. (2) Given the reactants [CH3:1][CH2:2][C:3]([C:5]([C:18]1[CH:19]=[CH:20][CH:21]=[CH:22][CH:23]=1)([C:12]1[CH:13]=[CH:14][CH:15]=[CH:16][CH:17]=1)[CH2:6][CH:7]([N:9]([CH3:11])[CH3:10])[CH3:8])=[O:4].Cl.[OH-].[NH4+], predict the reaction product. The product is: [CH3:1][CH2:2][C:3]([C:5]([C:18]1[CH:19]=[CH:20][CH:21]=[CH:22][CH:23]=1)([C:12]1[CH:13]=[CH:14][CH:15]=[CH:16][CH:17]=1)[CH2:6][CH:7]([N:9]([CH3:11])[CH3:10])[CH3:8])=[O:4]. (3) Given the reactants [Br:1][C:2]1[C:3]([N:21]2[CH2:26][CH2:25][CH2:24][C@@H:23]([NH:27]C(=O)OC(C)(C)C)[CH2:22]2)=[C:4]2[C:10]([NH:11][C:12]([C:14]3([C:17]([F:20])([F:19])[F:18])[CH2:16][CH2:15]3)=[O:13])=[CH:9][NH:8][C:5]2=[N:6][CH:7]=1.[ClH:35], predict the reaction product. The product is: [ClH:35].[NH2:27][C@@H:23]1[CH2:24][CH2:25][CH2:26][N:21]([C:3]2[C:2]([Br:1])=[CH:7][N:6]=[C:5]3[NH:8][CH:9]=[C:10]([NH:11][C:12]([C:14]4([C:17]([F:18])([F:19])[F:20])[CH2:16][CH2:15]4)=[O:13])[C:4]=23)[CH2:22]1. (4) Given the reactants [CH:1]12[CH2:7][CH:4]([CH:5]=[CH:6]1)[CH:3]([C:8]([O:10][CH2:11][CH3:12])=[O:9])[NH:2]2.[CH:13]1[CH:18]=[CH:17][C:16]([CH2:19][O:20][C:21](Cl)=[O:22])=[CH:15][CH:14]=1, predict the reaction product. The product is: [CH:1]12[CH2:7][CH:4]([CH:5]=[CH:6]1)[CH:3]([C:8]([O:10][CH2:11][CH3:12])=[O:9])[N:2]2[C:21]([O:20][CH2:19][C:16]1[CH:17]=[CH:18][CH:13]=[CH:14][CH:15]=1)=[O:22]. (5) Given the reactants [CH3:1][O:2][C:3]1[CH:20]=[CH:19][C:6]([C:7]([NH:9][C:10]2[CH:15]=[CH:14][C:13]([N+:16]([O-])=O)=[CH:12][CH:11]=2)=[O:8])=[CH:5][CH:4]=1, predict the reaction product. The product is: [NH2:16][C:13]1[CH:12]=[CH:11][C:10]([NH:9][C:7](=[O:8])[C:6]2[CH:19]=[CH:20][C:3]([O:2][CH3:1])=[CH:4][CH:5]=2)=[CH:15][CH:14]=1. (6) Given the reactants Cl.[NH2:2][C@@H:3]1[CH2:7][C@H:6]([CH2:8][OH:9])[C@@H:5]([OH:10])[C@H:4]1[OH:11].[Cl:12][C:13]1[C:18]([NH2:19])=[C:17](Cl)[N:16]=[CH:15][N:14]=1, predict the reaction product. The product is: [NH2:19][C:18]1[C:17]([NH:2][C@@H:3]2[CH2:7][C@H:6]([CH2:8][OH:9])[C@@H:5]([OH:10])[C@H:4]2[OH:11])=[N:16][CH:15]=[N:14][C:13]=1[Cl:12].